This data is from Reaction yield outcomes from USPTO patents with 853,638 reactions. The task is: Predict the reaction yield, written as a fraction of the theoretical maximum amount of product (1.0 means a 100% yield; for example, 0.34 means a 34% yield). The reactants are [Cl:1][C:2]1[C:7]([CH:8]=O)=[C:6](Cl)[N:5]=[CH:4][N:3]=1.[NH2:11][NH2:12].C(N(CC)CC)C. The catalyst is C1COCC1.CCOC(C)=O.O. The product is [Cl:1][C:2]1[N:3]=[CH:4][N:5]=[C:6]2[NH:11][N:12]=[CH:8][C:7]=12. The yield is 0.270.